From a dataset of Human Reference Interactome with 51,813 positive PPI pairs across 8,248 proteins, plus equal number of experimentally-validated negative pairs. Binary Classification. Given two protein amino acid sequences, predict whether they physically interact or not. Protein 1 (ENSG00000066557) has sequence MSRLKRIAGQDLRAGFKAGGRDCGTSVPQGLLKAARKSGQLNLSGRNLSEVPQCVWRINVDIPEEANQNLSFGATERWWEQTDLTKLIISNNKLQSLTDDLRLLPALTVLDIHDNQLTSLPSAIRELENLQKLNVSHNKLKILPEEITNLRNLKCLYLQHNELTCISEGFEQLSNLEDLDLSNNHLTTVPASFSSLSSLVRLNLSSNELKSLPAEINRMKRLKHLDCNSNLLETIPPELAGMESLELLYLRRNKLRFLPEFPSCSLLKELHVGENQIEMLEAEHLKHLNSILVLDLRDNK.... Protein 2 (ENSG00000225921) has sequence XPEELTFASAQAEAREEERRVRETVRRDKTLLKEKRKRREELFIEQKKRKLLPDTILEKLTTASQTNIKKSPGKVKEGMTILI*MVQLRPRASRAPASAEAMVDEGQLASEEEEAEHGLLLGQPSSGAAAEPLEEDEEGDDEFDDEAPEELTFASAQAEAREEERRVRETVRRDKTLLKEKRKRREELFIEQKKRKLLPDTILEKLTTASQTNIKKSPGKVKEVNLQKKNEDCEKGNDSKKVKVQKVQSVSQNKSYLAVRLKDQDLRDSRQQAAQAFIHNSLYGPGTNRTTVNKFLSLAN.... Result: 0 (the proteins do not interact).